Dataset: Peptide-MHC class I binding affinity with 185,985 pairs from IEDB/IMGT. Task: Regression. Given a peptide amino acid sequence and an MHC pseudo amino acid sequence, predict their binding affinity value. This is MHC class I binding data. (1) The peptide sequence is YVFPVIFSK. The MHC is HLA-C06:02 with pseudo-sequence HLA-C06:02. The binding affinity (normalized) is 0. (2) The binding affinity (normalized) is 0.0847. The peptide sequence is YPPPRYITV. The MHC is HLA-B46:01 with pseudo-sequence HLA-B46:01. (3) The peptide sequence is VNNAVVMPA. The MHC is HLA-A68:02 with pseudo-sequence HLA-A68:02. The binding affinity (normalized) is 0.302. (4) The peptide sequence is ESMMGSTAM. The MHC is HLA-A02:11 with pseudo-sequence HLA-A02:11. The binding affinity (normalized) is 0.0847. (5) The peptide sequence is NTGMGMYYPT. The MHC is HLA-A02:06 with pseudo-sequence HLA-A02:06. The binding affinity (normalized) is 0.137. (6) The peptide sequence is TATPAWDAL. The MHC is HLA-B15:01 with pseudo-sequence HLA-B15:01. The binding affinity (normalized) is 0.259. (7) The peptide sequence is RLSCAASGF. The MHC is HLA-A30:02 with pseudo-sequence HLA-A30:02. The binding affinity (normalized) is 0.316.